This data is from Forward reaction prediction with 1.9M reactions from USPTO patents (1976-2016). The task is: Predict the product of the given reaction. (1) Given the reactants [Br:1][C:2]1[N:7]=[C:6]([C:8](O)=O)[C:5]([O:11]C)=[CH:4][CH:3]=1.[F:13][C:14]1[CH:19]=[CH:18][CH:17]=[C:16]([NH2:20])[C:15]=1[NH2:21].C([O-])([O-])=O.[Na+].[Na+], predict the reaction product. The product is: [Br:1][C:2]1[N:7]=[C:6]([C:8]2[NH:20][C:16]3[CH:17]=[CH:18][CH:19]=[C:14]([F:13])[C:15]=3[N:21]=2)[C:5]([OH:11])=[CH:4][CH:3]=1. (2) Given the reactants [F:1][C:2]1[CH:7]=[C:6]([OH:8])[CH:5]=[CH:4][C:3]=1[NH:9][C:10](=[O:12])[CH3:11].[CH3:13][C:14]1[CH:15]=[C:16]([NH:23][C:24]([C:26]2([CH3:29])[CH2:28][O:27]2)=[O:25])[CH:17]=[CH:18][C:19]=1[N+:20]([O-:22])=[O:21], predict the reaction product. The product is: [C:10]([NH:9][C:3]1[CH:4]=[CH:5][C:6]([O:8][CH2:29][C:26]([OH:27])([CH3:28])[C:24]([NH:23][C:16]2[CH:17]=[CH:18][C:19]([N+:20]([O-:22])=[O:21])=[C:14]([CH3:13])[CH:15]=2)=[O:25])=[CH:7][C:2]=1[F:1])(=[O:12])[CH3:11].